Task: Predict the reactants needed to synthesize the given product.. Dataset: Full USPTO retrosynthesis dataset with 1.9M reactions from patents (1976-2016) (1) Given the product [NH2:28][C:27]1[N:29]=[C:5]([C:6]2[CH:11]=[CH:10][CH:9]=[C:8]([F:12])[CH:7]=2)[C:4]([C:14]2[CH:15]=[CH:16][C:17](=[O:23])[N:18]([CH:20]([CH3:21])[CH3:22])[N:19]=2)=[CH:3][N:26]=1, predict the reactants needed to synthesize it. The reactants are: CN(C)[CH:3]=[C:4]([C:14]1[CH:15]=[CH:16][C:17](=[O:23])[N:18]([CH:20]([CH3:22])[CH3:21])[N:19]=1)[C:5](=O)[C:6]1[CH:11]=[CH:10][CH:9]=[C:8]([F:12])[CH:7]=1.Cl.[NH2:26][C:27]([NH2:29])=[NH:28]. (2) Given the product [C:22]1([NH:28][CH2:29][C:30]([N:17]2[CH2:18][CH2:19][C:13]3[CH:12]=[C:11]([O:10][CH2:9][CH2:8][CH2:7][N:1]4[CH2:2][CH2:3][CH2:4][CH2:5][CH2:6]4)[CH:21]=[CH:20][C:14]=3[CH2:15][CH2:16]2)=[O:31])[CH:27]=[CH:26][CH:25]=[CH:24][CH:23]=1, predict the reactants needed to synthesize it. The reactants are: [N:1]1([CH2:7][CH2:8][CH2:9][O:10][C:11]2[CH:21]=[CH:20][C:14]3[CH2:15][CH2:16][NH:17][CH2:18][CH2:19][C:13]=3[CH:12]=2)[CH2:6][CH2:5][CH2:4][CH2:3][CH2:2]1.[C:22]1([NH:28][CH2:29][C:30](O)=[O:31])[CH:27]=[CH:26][CH:25]=[CH:24][CH:23]=1. (3) The reactants are: C(N(CC)CC)C.[Cl:8][C:9]1[CH:17]=[CH:16][C:12]([C:13]([OH:15])=O)=[CH:11][C:10]=1[NH:18][C:19]([C:21]1[C:32](=[O:33])[NH:31][C:24]2[N:25]=[C:26]([O:29][CH3:30])[N:27]=[CH:28][C:23]=2[CH:22]=1)=[O:20].CN(C(ON1N=NC2C=CC=NC1=2)=[N+](C)C)C.F[P-](F)(F)(F)(F)F.[NH2:58][CH2:59][C:60]1[CH:61]=[N:62][CH:63]=[CH:64][CH:65]=1. Given the product [Cl:8][C:9]1[CH:17]=[CH:16][C:12]([C:13](=[O:15])[NH:58][CH2:59][C:60]2[CH:61]=[N:62][CH:63]=[CH:64][CH:65]=2)=[CH:11][C:10]=1[NH:18][C:19]([C:21]1[C:32](=[O:33])[NH:31][C:24]2[N:25]=[C:26]([O:29][CH3:30])[N:27]=[CH:28][C:23]=2[CH:22]=1)=[O:20], predict the reactants needed to synthesize it.